Dataset: Forward reaction prediction with 1.9M reactions from USPTO patents (1976-2016). Task: Predict the product of the given reaction. (1) The product is: [N:11]1([C:6]([C:2]2([CH3:1])[CH2:3][CH2:4][CH2:5]2)=[O:8])[CH:10]=[CH:9][N:13]=[CH:12]1. Given the reactants [CH3:1][C:2]1([C:6]([OH:8])=O)[CH2:5][CH2:4][CH2:3]1.[CH:9]1[N:13]=[CH:12][N:11](C([N:11]2[CH:12]=[N:13][CH:9]=[CH:10]2)=O)[CH:10]=1, predict the reaction product. (2) Given the reactants I[C:2]1[CH:15]=[C:14]2[C:5]([O:6][C:7]3[C:8]([C:16]4[CH:21]=[C:20]([N:22]5[CH2:27][CH2:26][O:25][CH2:24][CH2:23]5)[CH:19]=[C:18]([O:28][CH2:29][C:30]5[CH:35]=[CH:34][C:33]([O:36][CH3:37])=[CH:32][CH:31]=5)[N:17]=4)=[CH:9][CH:10]=[CH:11][C:12]=3[S:13]2)=[CH:4][CH:3]=1.[NH2:38][C@H:39]([CH2:42][O:43][CH3:44])[CH2:40][OH:41].C(=O)([O-])[O-].[Cs+].[Cs+].C(C1CCCCC1=O)(=O)C(C)C, predict the reaction product. The product is: [CH3:44][O:43][CH2:42][C@@H:39]([NH:38][C:2]1[CH:3]=[CH:4][C:5]2[O:6][C:7]3[C:12](=[CH:11][CH:10]=[CH:9][C:8]=3[C:16]3[CH:21]=[C:20]([N:22]4[CH2:23][CH2:24][O:25][CH2:26][CH2:27]4)[CH:19]=[C:18]([O:28][CH2:29][C:30]4[CH:31]=[CH:32][C:33]([O:36][CH3:37])=[CH:34][CH:35]=4)[N:17]=3)[S:13][C:14]=2[CH:15]=1)[CH2:40][OH:41]. (3) Given the reactants [NH:1]1[CH2:7][C:5](=[O:6])[NH:4][C:2]1=[O:3].[CH2:8](O)[CH3:9], predict the reaction product. The product is: [NH:4]1[CH2:2][CH2:9][CH2:8][CH2:7][CH2:5]1.[NH:1]1[CH2:7][C:5](=[O:6])[NH:4][C:2]1=[O:3]. (4) Given the reactants [C:1]([C:3]1[CH:4]=[C:5]([N:9]([CH2:14][C:15]2[CH:20]=[CH:19][CH:18]=[C:17](I)[CH:16]=2)[C:10](=[O:13])[CH2:11][CH3:12])[CH:6]=[CH:7][CH:8]=1)#[N:2].[N:22]1[CH:27]=[CH:26][CH:25]=[C:24](B(O)O)[CH:23]=1, predict the reaction product. The product is: [C:1]([C:3]1[CH:4]=[C:5]([N:9]([CH2:14][C:15]2[CH:20]=[CH:19][CH:18]=[C:17]([C:24]3[CH:23]=[N:22][CH:27]=[CH:26][CH:25]=3)[CH:16]=2)[C:10](=[O:13])[CH2:11][CH3:12])[CH:6]=[CH:7][CH:8]=1)#[N:2]. (5) Given the reactants [Cl:1][C:2]1[C:3]2[C:4](=[CH:9][N:10]([C:12]3[C:17]([Cl:18])=[CH:16][CH:15]=[CH:14][C:13]=3[Cl:19])[N:11]=2)[CH:5]=[N+:6]([O-])[CH:7]=1.P(Br)(Br)([Br:22])=O, predict the reaction product. The product is: [Br:22][C:9]1[N:10]([C:12]2[C:17]([Cl:18])=[CH:16][CH:15]=[CH:14][C:13]=2[Cl:19])[N:11]=[C:3]2[C:2]([Cl:1])=[CH:7][N:6]=[CH:5][C:4]=12. (6) Given the reactants [NH2:1][CH:2]1[C@@H:10]2[N:6]([CH2:7][C@H:8]([O:18][C@@H:19]([C:21]3[CH:26]=[C:25]([C:27]([F:30])([F:29])[F:28])[CH:24]=[C:23]([C:31]([F:34])([F:33])[F:32])[CH:22]=3)[CH3:20])[C@H:9]2[C:11]2[CH:16]=[CH:15][C:14]([F:17])=[CH:13][CH:12]=2)[C:5](=[O:35])[CH2:4][CH2:3]1.C(N(C(C)C)CC)(C)C.Cl[C:46]([O:48][CH3:49])=[O:47], predict the reaction product. The product is: [F:33][C:31]([F:34])([F:32])[C:23]1[CH:22]=[C:21]([C@H:19]([O:18][C@H:8]2[CH2:7][N:6]3[C@@H:10]([CH:2]([NH:1][C:46](=[O:47])[O:48][CH3:49])[CH2:3][CH2:4][C:5]3=[O:35])[C@@H:9]2[C:11]2[CH:16]=[CH:15][C:14]([F:17])=[CH:13][CH:12]=2)[CH3:20])[CH:26]=[C:25]([C:27]([F:28])([F:29])[F:30])[CH:24]=1. (7) Given the reactants F[C@@H]1[C@@H](NC2C3C(=CC=C(C)C=3)N=C(N3CC4C=CC=CC=4S(=O)CC3)N=2)CN(C(OCC2C=CC=CC=2)=O)C1.[CH3:41][C:42]1[CH:43]=[C:44]2[C:49](=[CH:50][CH:51]=1)[N:48]=[C:47]([N:52]1[CH2:58][C:57]3[CH:59]=[CH:60][CH:61]=[CH:62][C:56]=3[S:55](=[O:63])[CH2:54][CH2:53]1)[NH:46][C:45]2=O.[NH:65]1[CH2:69][CH2:68][CH:67]([NH:70][C:71](=[O:77])[O:72][C:73]([CH3:76])([CH3:75])[CH3:74])[CH2:66]1, predict the reaction product. The product is: [CH3:41][C:42]1[CH:43]=[C:44]2[C:49](=[CH:50][CH:51]=1)[N:48]=[C:47]([N:52]1[CH2:58][C:57]3[CH:59]=[CH:60][CH:61]=[CH:62][C:56]=3[S:55](=[O:63])[CH2:54][CH2:53]1)[N:46]=[C:45]2[N:65]1[CH2:69][CH2:68][CH:67]([NH:70][C:71](=[O:77])[O:72][C:73]([CH3:75])([CH3:74])[CH3:76])[CH2:66]1. (8) Given the reactants [Cl:1][C:2]1[C:3]2[NH:10][CH:9]=[CH:8][C:4]=2[N:5]=[CH:6][N:7]=1.C(=O)([O-])[O-].[Cs+].[Cs+].Br[CH2:18][CH2:19][CH2:20][Cl:21].O, predict the reaction product. The product is: [Cl:1][C:2]1[C:3]2[N:10]([CH2:18][CH2:19][CH2:20][Cl:21])[CH:9]=[CH:8][C:4]=2[N:5]=[CH:6][N:7]=1. (9) The product is: [CH3:1][S:2][CH2:5][C:6]1[O:10][C:9]([CH2:11][N:12]([CH2:25][C:26]([F:29])([F:28])[F:27])[C:13]2[CH:20]=[CH:19][C:16]([C:17]#[N:18])=[C:15]([C:21]([F:24])([F:23])[F:22])[CH:14]=2)=[CH:8][CH:7]=1. Given the reactants [CH3:1][S-:2].[Na+].Cl[CH2:5][C:6]1[O:10][C:9]([CH2:11][N:12]([CH2:25][C:26]([F:29])([F:28])[F:27])[C:13]2[CH:20]=[CH:19][C:16]([C:17]#[N:18])=[C:15]([C:21]([F:24])([F:23])[F:22])[CH:14]=2)=[CH:8][CH:7]=1, predict the reaction product.